This data is from Forward reaction prediction with 1.9M reactions from USPTO patents (1976-2016). The task is: Predict the product of the given reaction. (1) Given the reactants [Cl:1][C:2]1[CH:29]=[C:28](O)[CH:27]=[C:26]([CH3:31])[C:3]=1[C:4]([N:6]1[C:14]2[C:9](=[N:10][CH:11]=[CH:12][CH:13]=2)[C:8]([C:15]2[CH:24]=[CH:23][C:18]([C:19](OC)=[O:20])=[CH:17][C:16]=2[F:25])=[N:7]1)=[O:5].[Li+].[OH-:33].Cl.[OH2:35], predict the reaction product. The product is: [Cl:1][C:2]1[CH:29]=[C:28]([N:6]2[CH2:14][CH2:13][O:35][CH2:3][CH2:4]2)[CH:27]=[C:26]([CH3:31])[C:3]=1[C:4]([N:6]1[C:14]2[C:9](=[N:10][CH:11]=[CH:12][CH:13]=2)[C:8]([C:15]2[CH:24]=[CH:23][C:18]([C:19]([OH:20])=[O:33])=[CH:17][C:16]=2[F:25])=[N:7]1)=[O:5]. (2) Given the reactants CC(OI1(OC(C)=O)(OC(C)=O)OC(=O)C2C=CC=CC1=2)=O.[Cl:23][C:24]1[CH:25]=[CH:26][C:27]([O:48][CH2:49][CH:50]([CH3:52])[CH3:51])=[C:28]([CH2:30][C:31]2[O:35][C:34]([C:36]3[NH:40][C:39]4[CH:41]=[CH:42][C:43]([CH2:45][CH2:46][OH:47])=[CH:44][C:38]=4[N:37]=3)=[CH:33][CH:32]=2)[CH:29]=1, predict the reaction product. The product is: [Cl:23][C:24]1[CH:25]=[CH:26][C:27]([O:48][CH2:49][CH:50]([CH3:52])[CH3:51])=[C:28]([CH2:30][C:31]2[O:35][C:34]([C:36]3[NH:40][C:39]4[CH:41]=[CH:42][C:43]([CH2:45][CH:46]=[O:47])=[CH:44][C:38]=4[N:37]=3)=[CH:33][CH:32]=2)[CH:29]=1. (3) Given the reactants S(Cl)(Cl)=O.[C:5]1([C:11]2([C:14]([OH:16])=O)[CH2:13][CH2:12]2)[CH:10]=[CH:9][CH:8]=[CH:7][CH:6]=1.[NH3:17], predict the reaction product. The product is: [C:5]1([C:11]2([C:14]([NH2:17])=[O:16])[CH2:13][CH2:12]2)[CH:10]=[CH:9][CH:8]=[CH:7][CH:6]=1. (4) Given the reactants C([O:3][C:4](=[O:16])[CH:5]([O:7][CH2:8][C:9]1[CH:14]=[CH:13][C:12]([F:15])=[CH:11][CH:10]=1)[CH3:6])C.[OH-].[Na+], predict the reaction product. The product is: [F:15][C:12]1[CH:11]=[CH:10][C:9]([CH2:8][O:7][CH:5]([CH3:6])[C:4]([OH:16])=[O:3])=[CH:14][CH:13]=1. (5) Given the reactants [C:1](=[N:4][OH:5])([NH2:3])[CH3:2].[CH:6]1([C:9](=[O:15])[CH2:10][C:11](OC)=O)[CH2:8][CH2:7]1, predict the reaction product. The product is: [CH:6]1([C:9](=[O:15])[CH2:10][C:11]2[O:5][N:4]=[C:1]([CH3:2])[N:3]=2)[CH2:8][CH2:7]1.